From a dataset of Forward reaction prediction with 1.9M reactions from USPTO patents (1976-2016). Predict the product of the given reaction. Given the reactants [CH2:1]([C@@H:8]1[CH2:12][O:11][C:10](=[O:13])[N:9]1[C:14](=[O:23])[CH2:15][C:16]1[CH:21]=[CH:20][C:19]([Cl:22])=[CH:18][CH:17]=1)[C:2]1[CH:7]=[CH:6][CH:5]=[CH:4][CH:3]=1.C1(C)C=CC=CC=1.CCN(C(C)C)C(C)C.[CH3:40][O:41][C:42]1[CH:59]=[C:58]([O:60][CH3:61])[CH:57]=[CH:56][C:43]=1[CH2:44][N:45]([CH2:53]OC)[C:46](=[O:52])[O:47][C:48]([CH3:51])([CH3:50])[CH3:49], predict the reaction product. The product is: [CH3:40][O:41][C:42]1[CH:59]=[C:58]([O:60][CH3:61])[CH:57]=[CH:56][C:43]=1[CH2:44][N:45]([CH2:53][C@H:15]([C:16]1[CH:17]=[CH:18][C:19]([Cl:22])=[CH:20][CH:21]=1)[C:14]([N:9]1[C@H:8]([CH2:1][C:2]2[CH:7]=[CH:6][CH:5]=[CH:4][CH:3]=2)[CH2:12][O:11][C:10]1=[O:13])=[O:23])[C:46](=[O:52])[O:47][C:48]([CH3:51])([CH3:50])[CH3:49].